This data is from Full USPTO retrosynthesis dataset with 1.9M reactions from patents (1976-2016). The task is: Predict the reactants needed to synthesize the given product. (1) Given the product [CH2:15]([NH:14][C:9]1[CH:8]=[C:7]([CH:12]=[C:11]([CH3:13])[N:10]=1)[C:6]([OH:19])=[O:5])[CH2:16][CH:17]=[CH2:18], predict the reactants needed to synthesize it. The reactants are: C([O:5][C:6](=[O:19])[C:7]1[CH:12]=[C:11]([CH3:13])[N:10]=[C:9]([NH:14][CH2:15][CH2:16][CH:17]=[CH2:18])[CH:8]=1)(C)(C)C. (2) Given the product [CH3:1][C:2]1[CH:7]=[CH:6][N:5]=[C:4]([C:8]2([OH:14])[CH2:13][CH2:12][N:11]([C:16]3[CH:17]=[CH:18][C:19]4[N:20]([C:22]([C:25]([F:26])([F:28])[F:27])=[N:23][N:24]=4)[N:21]=3)[CH2:10][CH2:9]2)[CH:3]=1, predict the reactants needed to synthesize it. The reactants are: [CH3:1][C:2]1[CH:7]=[CH:6][N:5]=[C:4]([C:8]2([OH:14])[CH2:13][CH2:12][NH:11][CH2:10][CH2:9]2)[CH:3]=1.Cl[C:16]1[CH:17]=[CH:18][C:19]2[N:20]([C:22]([C:25]([F:28])([F:27])[F:26])=[N:23][N:24]=2)[N:21]=1.